Dataset: Catalyst prediction with 721,799 reactions and 888 catalyst types from USPTO. Task: Predict which catalyst facilitates the given reaction. (1) Reactant: [NH2:1][CH:2]1[CH2:11][CH2:10][CH2:9][C:8]2[CH:7]=[C:6]([C:12]#[N:13])[CH:5]=[CH:4][C:3]1=2.[C:14]1(=O)[O:19][C:17](=[O:18])[C:16]2=[CH:20][CH:21]=[CH:22][CH:23]=[C:15]12.CCN(C(C)C)C(C)C. Product: [O:18]=[C:17]1[C:16]2[C:15](=[CH:23][CH:22]=[CH:21][CH:20]=2)[C:14](=[O:19])[N:1]1[C@@H:2]1[CH2:11][CH2:10][CH2:9][C:8]2[CH:7]=[C:6]([C:12]#[N:13])[CH:5]=[CH:4][C:3]1=2. The catalyst class is: 11. (2) Reactant: I[C:2]1[N:6]([CH3:7])[CH:5]=[N:4][CH:3]=1.C([Mg]Cl)(C)C.[CH2:13]([C:20]1[C:21]([CH3:37])=[N:22][C:23]2[C:28]([C:29]=1[CH3:30])=[CH:27][C:26]([C:31](N(OC)C)=[O:32])=[CH:25][CH:24]=2)[C:14]1[CH:19]=[CH:18][CH:17]=[CH:16][CH:15]=1.CN1C=CN=C1. Product: [CH2:13]([C:20]1[C:21]([CH3:37])=[N:22][C:23]2[C:28]([C:29]=1[CH3:30])=[CH:27][C:26]([C:31]([C:2]1[N:6]([CH3:7])[CH:5]=[N:4][CH:3]=1)=[O:32])=[CH:25][CH:24]=2)[C:14]1[CH:15]=[CH:16][CH:17]=[CH:18][CH:19]=1. The catalyst class is: 1. (3) Reactant: C(P(C(C)(C)C)C1C=CC2C(=CC=CC=2)C=1C1C2C(=CC=CC=2)C=CC=1)(C)(C)C.C(=O)([O-])[O-].[Cs+].[Cs+].I[C:37]1[C:46]2[C:41](=[CH:42][C:43]([O:47][CH3:48])=[CH:44][CH:45]=2)[N:40]=[CH:39][CH:38]=1.[CH2:49]([C:56]1[CH:61]=[CH:60][N:59]=[C:58]([F:62])[C:57]=1[CH2:63][CH2:64][OH:65])[C:50]1[CH:55]=[CH:54][CH:53]=[CH:52][CH:51]=1. Product: [CH2:49]([C:56]1[CH:61]=[CH:60][N:59]=[C:58]([F:62])[C:57]=1[CH2:63][CH2:64][O:65][C:37]1[C:46]2[C:41](=[CH:42][C:43]([O:47][CH3:48])=[CH:44][CH:45]=2)[N:40]=[CH:39][CH:38]=1)[C:50]1[CH:51]=[CH:52][CH:53]=[CH:54][CH:55]=1. The catalyst class is: 706. (4) Product: [CH3:1][O:2][C:3]([C:5]1[N:6]=[C:7]([Br:23])[C:8]2[C:13]([C:14]=1[OH:15])=[C:12]([O:16][C:17]1[CH:22]=[CH:21][CH:20]=[CH:19][CH:18]=1)[CH:11]=[CH:10][CH:9]=2)=[O:4]. The catalyst class is: 53. Reactant: [CH3:1][O:2][C:3]([C:5]1[N:6]=[CH:7][C:8]2[C:13]([C:14]=1[OH:15])=[C:12]([O:16][C:17]1[CH:22]=[CH:21][CH:20]=[CH:19][CH:18]=1)[CH:11]=[CH:10][CH:9]=2)=[O:4].[Br:23]N1C(=O)CCC1=O.C(OOC(=O)C1C=CC=CC=1)(=O)C1C=CC=CC=1. (5) Reactant: [NH2:1][C@@H:2]1[CH2:11][C:10]2[C:5](=[CH:6][CH:7]=[CH:8][CH:9]=2)[CH2:4][C@H:3]1[O:12][CH2:13][C:14]([O:16][C:17]([CH3:20])([CH3:19])[CH3:18])=[O:15].[Cl:21][C:22]1[CH:23]=[C:24]2[C:28](=[CH:29][CH:30]=1)[NH:27][C:26]([C:31](O)=[O:32])=[CH:25]2.Cl.C(N=C=N)C.ON1C2N=CC=CC=2N=N1.C(N(C(C)C)CC)(C)C. Product: [C:17]([O:16][C:14](=[O:15])[CH2:13][O:12][C@H:3]1[C@H:2]([NH:1][C:31]([C:26]2[NH:27][C:28]3[C:24]([CH:25]=2)=[CH:23][C:22]([Cl:21])=[CH:30][CH:29]=3)=[O:32])[CH2:11][C:10]2[C:5](=[CH:6][CH:7]=[CH:8][CH:9]=2)[CH2:4]1)([CH3:20])([CH3:19])[CH3:18]. The catalyst class is: 54. (6) Product: [C:18]([CH:19]1[CH2:3][N:4]([CH2:10][C:11]2[CH:12]=[CH:13][CH:14]=[CH:15][CH:16]=2)[CH2:5][CH:20]1[C:21]1[CH:22]=[CH:23][C:24]([C:25]#[N:26])=[CH:27][CH:28]=1)(=[O:17])[CH3:29]. Reactant: CO[CH2:3][N:4]([CH2:10][C:11]1[CH:16]=[CH:15][CH:14]=[CH:13][CH:12]=1)[CH2:5][Si](C)(C)C.[O:17]=[C:18]([CH3:29])/[CH:19]=[CH:20]/[C:21]1[CH:28]=[CH:27][C:24]([C:25]#[N:26])=[CH:23][CH:22]=1.FC(F)(F)C(O)=O. The catalyst class is: 2. (7) Reactant: [CH2:1]([N:3]1[C:7]([C:8]([OH:10])=O)=[CH:6][CH:5]=[N:4]1)[CH3:2].O1CCCC1.C(Cl)(=O)C(Cl)=O.[NH2:22][C:23]1[CH:24]=[C:25]([CH:42]=[CH:43][CH:44]=1)[O:26][C:27]1[CH:28]=[CH:29][C:30]2[N:31]([N:33]=[C:34]([NH:36][C:37]([CH:39]3[CH2:41][CH2:40]3)=[O:38])[N:35]=2)[CH:32]=1. Product: [CH:39]1([C:37]([NH:36][C:34]2[N:35]=[C:30]3[CH:29]=[CH:28][C:27]([O:26][C:25]4[CH:24]=[C:23]([NH:22][C:8]([C:7]5[N:3]([CH2:1][CH3:2])[N:4]=[CH:5][CH:6]=5)=[O:10])[CH:44]=[CH:43][CH:42]=4)=[CH:32][N:31]3[N:33]=2)=[O:38])[CH2:40][CH2:41]1. The catalyst class is: 402. (8) Reactant: [F:1][C:2]([F:21])([F:20])[C:3]1[N:8]=[C:7]([N:9]2[CH2:14][CH2:13][N:12]3[CH2:15][CH2:16][C:17](=[N:18]O)[CH:11]3[CH2:10]2)[CH:6]=[CH:5][CH:4]=1.N. Product: [F:21][C:2]([F:1])([F:20])[C:3]1[N:8]=[C:7]([N:9]2[CH2:14][CH2:13][N:12]3[CH2:15][CH2:16][CH:17]([NH2:18])[CH:11]3[CH2:10]2)[CH:6]=[CH:5][CH:4]=1. The catalyst class is: 94. (9) Reactant: [Cl:1][C:2]1[CH:7]=[CH:6][C:5]([C:8]2[N:12]([C:13]3[CH:18]=[CH:17][C:16]([Cl:19])=[CH:15][C:14]=3[Cl:20])[N:11]=[C:10]([C:21]([NH2:23])=O)[C:9]=2[CH3:24])=[CH:4][CH:3]=1.P(Cl)(Cl)(Cl)=O. Product: [Cl:1][C:2]1[CH:3]=[CH:4][C:5]([C:8]2[N:12]([C:13]3[CH:18]=[CH:17][C:16]([Cl:19])=[CH:15][C:14]=3[Cl:20])[N:11]=[C:10]([C:21]#[N:23])[C:9]=2[CH3:24])=[CH:6][CH:7]=1. The catalyst class is: 9. (10) Reactant: [H-].[Al+3].[Li+].[H-].[H-].[H-].[CH3:7][C:8]1[C:16]([CH3:17])=[C:15]([CH3:18])[C:14]([CH3:19])=[C:13]2[C:9]=1[CH2:10][CH:11]([NH:20][C:21](=O)[C:22]1[CH:27]=[CH:26][CH:25]=[CH:24][CH:23]=1)[CH2:12]2. Product: [CH2:21]([NH:20][CH:11]1[CH2:12][C:13]2[C:9](=[C:8]([CH3:7])[C:16]([CH3:17])=[C:15]([CH3:18])[C:14]=2[CH3:19])[CH2:10]1)[C:22]1[CH:23]=[CH:24][CH:25]=[CH:26][CH:27]=1. The catalyst class is: 7.